Dataset: Reaction yield outcomes from USPTO patents with 853,638 reactions. Task: Predict the reaction yield, written as a fraction of the theoretical maximum amount of product (1.0 means a 100% yield; for example, 0.34 means a 34% yield). (1) The reactants are [CH2:1]([NH2:8])[CH2:2][CH2:3][CH2:4][CH2:5][CH:6]=[CH2:7].[C:9]([O-:12])([O-])=O.[K+].[K+].CI.[CH3:17][N:18](C=O)C. The catalyst is O. The product is [NH2:8][C:1]1[C:6]([CH3:7])=[C:5]([O:12][CH3:9])[CH:4]=[CH:3][C:2]=1[C:17]#[N:18]. The yield is 0.930. (2) The reactants are N[C:2]1[S:3][C:4]([C:13]([O:15][CH2:16][CH3:17])=[O:14])=[C:5]([C:7]2[CH:12]=[CH:11][CH:10]=[CH:9][CH:8]=2)[N:6]=1.C(I)[I:19]. The catalyst is CC#N. The product is [I:19][C:2]1[S:3][C:4]([C:13]([O:15][CH2:16][CH3:17])=[O:14])=[C:5]([C:7]2[CH:12]=[CH:11][CH:10]=[CH:9][CH:8]=2)[N:6]=1. The yield is 0.570. (3) The reactants are [NH2:1][C:2]1[CH:7]=[CH:6][C:5]([SH:8])=[CH:4][CH:3]=1.N1C=CC=CC=1.[CH:15]1([C:18](Cl)=[O:19])[CH2:17][CH2:16]1. The catalyst is CCOC(C)=O. The product is [CH:15]1([C:18]([NH:1][C:2]2[CH:7]=[CH:6][C:5]([SH:8])=[CH:4][CH:3]=2)=[O:19])[CH2:17][CH2:16]1. The yield is 0.880.